Dataset: Catalyst prediction with 721,799 reactions and 888 catalyst types from USPTO. Task: Predict which catalyst facilitates the given reaction. (1) Reactant: [F:1][C:2]1[CH:7]=[CH:6][C:5]([C:8]([CH3:13])([CH3:12])[C:9](O)=[O:10])=[CH:4][CH:3]=1.[H-].[H-].[H-].[H-].[Li+].[Al+3]. Product: [F:1][C:2]1[CH:3]=[CH:4][C:5]([C:8]([CH3:13])([CH3:12])[CH2:9][OH:10])=[CH:6][CH:7]=1. The catalyst class is: 1. (2) Reactant: [CH:1]([N:4]1[C:8]([CH3:9])=[CH:7][C:6]([C:10](OCC)=[O:11])=[N:5]1)([CH3:3])[CH3:2].[H-].[H-].[H-].[H-].[Li+].[Al+3]. Product: [CH:1]([N:4]1[C:8]([CH3:9])=[CH:7][C:6]([CH2:10][OH:11])=[N:5]1)([CH3:3])[CH3:2]. The catalyst class is: 1. (3) Reactant: C([O:4][C@@H:5]1[C@H:9]([O:10]C(=O)C)[C@@H:8]([CH2:14][O:15]C(=O)C)[O:7][C@H:6]1[N:19]1[CH:27]=[N:26][C:25]2[C:20]1=[N:21][C:22]([CH2:34][NH2:35])=[N:23][C:24]=2[NH:28][CH:29]1[CH2:33][CH2:32][CH2:31][CH2:30]1)(=O)C.[S:36]([C:40]1[CH:48]=[CH:47][C:43]([C:44](O)=[O:45])=[CH:42][CH:41]=1)([OH:39])(=[O:38])=[O:37].CN(C)CCCN=C=NCC. Product: [OH:4][C@@H:5]1[C@H:9]([OH:10])[C@@H:8]([CH2:14][OH:15])[O:7][C@H:6]1[N:19]1[CH:27]=[N:26][C:25]2[C:20]1=[N:21][C:22]([CH2:34][NH:35][C:44]([C:43]1[CH:42]=[CH:41][C:40]([S:36]([OH:39])(=[O:38])=[O:37])=[CH:48][CH:47]=1)=[O:45])=[N:23][C:24]=2[NH:28][CH:29]1[CH2:33][CH2:32][CH2:31][CH2:30]1. The catalyst class is: 35. (4) Reactant: Cl[C:2]1[CH:10]=[CH:9][C:5]([C:6]([NH2:8])=[O:7])=[C:4]([C:11]2[CH:16]=[CH:15][C:14]([O:17][C:18]3[CH:23]=[CH:22][CH:21]=[CH:20][CH:19]=3)=[CH:13][CH:12]=2)[N:3]=1.[C:24]([O-:27])([O-])=[O:25].[K+].[K+].CO[CH2:32][CH2:33]OC. Product: [C:5]([O:27][C:24]([N:3]1[CH2:33][CH:32]=[C:10]([C:2]2[CH:10]=[CH:9][C:5]([C:6](=[O:7])[NH2:8])=[C:4]([C:11]3[CH:16]=[CH:15][C:14]([O:17][C:18]4[CH:23]=[CH:22][CH:21]=[CH:20][CH:19]=4)=[CH:13][CH:12]=3)[N:3]=2)[CH2:2]1)=[O:25])([CH3:9])([CH3:6])[CH3:4]. The catalyst class is: 257. (5) Reactant: C[O:2][C:3](=O)[C@@H:4]([CH2:13][C:14]1[CH:19]=[CH:18][C:17]([F:20])=[CH:16][CH:15]=1)[NH:5][C:6]([O:8][C:9]([CH3:12])([CH3:11])[CH3:10])=[O:7].O.[NH2:23][NH2:24]. Product: [C:9]([O:8][C:6](=[O:7])[NH:5][CH:4]([C:3]([NH:23][NH2:24])=[O:2])[CH2:13][C:14]1[CH:19]=[CH:18][C:17]([F:20])=[CH:16][CH:15]=1)([CH3:12])([CH3:11])[CH3:10]. The catalyst class is: 8. (6) Reactant: [Cl:1][C:2]1[CH:7]=[CH:6][C:5]([S:8][C:9]2[C:10]([C:20]3[CH:28]=[CH:27][C:23]([C:24]([OH:26])=[O:25])=[CH:22][CH:21]=3)=[N:11][N:12]([C:14]3[CH:19]=[CH:18][CH:17]=[CH:16][CH:15]=3)[CH:13]=2)=[CH:4][CH:3]=1.CO.[Si](C=[N+]=[N-])(C)(C)[CH3:32]. Product: [Cl:1][C:2]1[CH:7]=[CH:6][C:5]([S:8][C:9]2[C:10]([C:20]3[CH:21]=[CH:22][C:23]([C:24]([O:26][CH3:32])=[O:25])=[CH:27][CH:28]=3)=[N:11][N:12]([C:14]3[CH:19]=[CH:18][CH:17]=[CH:16][CH:15]=3)[CH:13]=2)=[CH:4][CH:3]=1. The catalyst class is: 22. (7) Reactant: [Cl:1][C:2]1[CH:3]=[CH:4][C:5]2[NH:10][C:9](=[O:11])[O:8][C:7]([CH2:16][CH2:17][C:18]([OH:20])=O)([C:12]([F:15])([F:14])[F:13])[C:6]=2[CH:21]=1.[F:22][C:23]1[CH:29]=[CH:28][C:26]([NH2:27])=[CH:25][CH:24]=1.N1C=CC=CC=1.Cl.C(N=C=NCCCN(C)C)C. Product: [Cl:1][C:2]1[CH:3]=[CH:4][C:5]2[NH:10][C:9](=[O:11])[O:8][C:7]([CH2:16][CH2:17][C:18]([NH:27][C:26]3[CH:28]=[CH:29][C:23]([F:22])=[CH:24][CH:25]=3)=[O:20])([C:12]([F:15])([F:14])[F:13])[C:6]=2[CH:21]=1. The catalyst class is: 248. (8) The catalyst class is: 18. Product: [S:17](=[O:20])(=[O:19])([O:11][CH2:10][CH:7]1[O:6][C:5]2[CH:12]=[C:13]([Cl:14])[C:2]([Cl:1])=[CH:3][C:4]=2[O:9][CH2:8]1)[NH2:18]. Reactant: [Cl:1][C:2]1[C:13]([Cl:14])=[CH:12][C:5]2[O:6][C@@H:7]([CH2:10][OH:11])[CH2:8][O:9][C:4]=2[CH:3]=1.[H-].[Na+].[S:17](Cl)(=[O:20])(=[O:19])[NH2:18]. (9) Product: [CH2:1]([O:8][C:9](=[O:32])[C@@H:10]([NH:24][C:25]([O:27][C:28]([CH3:29])([CH3:31])[CH3:30])=[O:26])[CH2:11][CH2:12][C:13]1[N:17]([CH2:39][C:38]2[CH:37]=[CH:36][C:35]([C:34]([F:33])([F:43])[F:44])=[CH:42][CH:41]=2)[C:16]2[CH:18]=[C:19]([CH3:23])[C:20]([CH3:22])=[CH:21][C:15]=2[N:14]=1)[C:2]1[CH:7]=[CH:6][CH:5]=[CH:4][CH:3]=1. The catalyst class is: 3. Reactant: [CH2:1]([O:8][C:9](=[O:32])[C@@H:10]([NH:24][C:25]([O:27][C:28]([CH3:31])([CH3:30])[CH3:29])=[O:26])[CH2:11][CH2:12][C:13]1[NH:17][C:16]2[CH:18]=[C:19]([CH3:23])[C:20]([CH3:22])=[CH:21][C:15]=2[N:14]=1)[C:2]1[CH:7]=[CH:6][CH:5]=[CH:4][CH:3]=1.[F:33][C:34]([F:44])([F:43])[C:35]1[CH:42]=[CH:41][C:38]([CH2:39]Br)=[CH:37][CH:36]=1.C(N(C(C)C)CC)(C)C.C(=O)([O-])[O-].[Cs+].[Cs+].